Dataset: Reaction yield outcomes from USPTO patents with 853,638 reactions. Task: Predict the reaction yield, written as a fraction of the theoretical maximum amount of product (1.0 means a 100% yield; for example, 0.34 means a 34% yield). (1) The reactants are [N:1]1C=CC=N[CH:2]=1.Cl[C:8]1[N:13]=[C:12]([CH3:14])[CH:11]=[CH:10][N:9]=1. The catalyst is CN(C=O)C.CCOC(C)=O.[C-]#N.[Zn+2].[C-]#N. The product is [CH3:14][C:12]1[CH:11]=[CH:10][N:9]=[C:8]([C:2]#[N:1])[N:13]=1. The yield is 0.670. (2) The reactants are [C:1]([O:15][CH2:16][CH2:17][CH2:18][C:19]([O:21][C:22]([CH3:25])([CH3:24])[CH3:23])=[O:20])(=[O:14])[CH2:2]CC(OCC1C=CC=CC=1)=O.F[C:27](F)(F)[C:28]([O:30][C:31]1[C:36]([F:37])=[C:35]([F:38])[C:34]([F:39])=[C:33]([F:40])[C:32]=1[F:41])=[O:29]. The catalyst is C1COCC1.[Pd]. The product is [C:1]([O:15][CH2:16][CH2:17][CH2:18][C:19]([O:21][C:22]([CH3:25])([CH3:24])[CH3:23])=[O:20])(=[O:14])[CH2:2][CH2:27][C:28]([O:30][C:31]1[C:36]([F:37])=[C:35]([F:38])[C:34]([F:39])=[C:33]([F:40])[C:32]=1[F:41])=[O:29]. The yield is 0.910. (3) The reactants are [NH:1]1[C:9]2[C:4](=[CH:5][C:6]([C:10]([OH:12])=O)=[CH:7][CH:8]=2)[CH:3]=[CH:2]1.CCN=C=NCCCN(C)C.C1C=C2N=NN(O)C2=CC=1.O.[CH3:35][N:36]1[CH2:41][CH2:40][NH:39][CH2:38][CH2:37]1. The catalyst is CN(C=O)C.O. The product is [CH3:35][N:36]1[CH2:41][CH2:40][N:39]([C:10]([C:6]2[CH:5]=[C:4]3[C:9](=[CH:8][CH:7]=2)[NH:1][CH:2]=[CH:3]3)=[O:12])[CH2:38][CH2:37]1. The yield is 0.940. (4) The reactants are [Br:1][C:2]1[N:10]([CH2:11][C:12]2[CH:17]=[CH:16][C:15]([Cl:18])=[CH:14][CH:13]=2)[C:9]2[C:8](=[O:19])[NH:7][C:6](=[O:20])[N:5]([CH3:21])[C:4]=2[N:3]=1.Br[CH2:23][CH2:24][O:25][CH:26]1[CH2:31][CH2:30][CH2:29][CH2:28][O:27]1.C(=O)([O-])[O-].[K+].[K+]. The catalyst is CN(C=O)C.CCCC[N+](CCCC)(CCCC)CCCC.[I-]. The product is [Br:1][C:2]1[N:10]([CH2:11][C:12]2[CH:13]=[CH:14][C:15]([Cl:18])=[CH:16][CH:17]=2)[C:9]2[C:8](=[O:19])[N:7]([CH2:23][CH2:24][O:25][CH:26]3[CH2:31][CH2:30][CH2:29][CH2:28][O:27]3)[C:6](=[O:20])[N:5]([CH3:21])[C:4]=2[N:3]=1. The yield is 0.888. (5) The reactants are [CH2:1]([C:3]1[N:8]=[C:7]([NH2:9])[N:6]=[C:5]([NH2:10])[C:4]=1[C:11]1[CH:12]=[C:13]2[C:17](=[CH:18][CH:19]=1)[NH:16][CH:15]=[C:14]2[CH2:20][CH3:21])[CH3:2].CC(C)([O-])C.[K+].[CH3:28][S:29]([C:32]1[CH:39]=[CH:38][C:35]([CH2:36]Br)=[CH:34][CH:33]=1)(=[O:31])=[O:30]. The catalyst is CN(C=O)C.C(O)(C)(C)C.CO. The product is [CH2:1]([C:3]1[N:8]=[C:7]([NH2:9])[N:6]=[C:5]([NH2:10])[C:4]=1[C:11]1[CH:12]=[C:13]2[C:17](=[CH:18][CH:19]=1)[N:16]([CH2:36][C:35]1[CH:34]=[CH:33][C:32]([S:29]([CH3:28])(=[O:31])=[O:30])=[CH:39][CH:38]=1)[CH:15]=[C:14]2[CH2:20][CH3:21])[CH3:2]. The yield is 0.300.